Task: Predict the reactants needed to synthesize the given product.. Dataset: Full USPTO retrosynthesis dataset with 1.9M reactions from patents (1976-2016) (1) The reactants are: [CH3:1][C:2]1[S:6][C:5]([C:7]2[CH:12]=[CH:11][CH:10]=[CH:9][CH:8]=2)=[N:4][C:3]=1[CH2:13][O:14][C:15]1[N:20]=[CH:19][C:18]([CH2:21][O:22][C:23]2[CH:28]=[CH:27][CH:26]=[CH:25][C:24]=2[CH2:29][C:30]([O:32]C)=[O:31])=[CH:17][CH:16]=1.O1CCCC1.[OH-].[Na+].Cl. Given the product [CH3:1][C:2]1[S:6][C:5]([C:7]2[CH:8]=[CH:9][CH:10]=[CH:11][CH:12]=2)=[N:4][C:3]=1[CH2:13][O:14][C:15]1[N:20]=[CH:19][C:18]([CH2:21][O:22][C:23]2[CH:28]=[CH:27][CH:26]=[CH:25][C:24]=2[CH2:29][C:30]([OH:32])=[O:31])=[CH:17][CH:16]=1, predict the reactants needed to synthesize it. (2) Given the product [OH:12][CH:13]1[CH2:18][CH2:17][N:16]([C:19]([O:21][C:22]([CH3:23])([CH3:24])[CH3:25])=[O:20])[C@H:15]([CH2:26][O:27][Si:2]([CH:9]([CH3:11])[CH3:10])([CH:6]([CH3:8])[CH3:7])[CH:3]([CH3:5])[CH3:4])[CH2:14]1, predict the reactants needed to synthesize it. The reactants are: Cl[Si:2]([CH:9]([CH3:11])[CH3:10])([CH:6]([CH3:8])[CH3:7])[CH:3]([CH3:5])[CH3:4].[OH:12][CH:13]1[CH2:18][CH2:17][N:16]([C:19]([O:21][C:22]([CH3:25])([CH3:24])[CH3:23])=[O:20])[C@H:15]([CH2:26][OH:27])[CH2:14]1.C(N(CC)CC)C.O. (3) Given the product [F:17][C:18]1[CH:19]=[C:20]([CH2:25][CH:26]([NH:30][C:31](=[O:37])[O:32][C:33]([CH3:36])([CH3:35])[CH3:34])[CH:27]([OH:28])[CH2:29][NH:14][C:11]2([C:7]3[CH:8]=[CH:9][CH:10]=[C:5]([C:3]([C:2]([F:15])([F:16])[F:1])=[CH2:4])[CH:6]=3)[CH2:13][CH2:12]2)[CH:21]=[C:22]([F:24])[CH:23]=1, predict the reactants needed to synthesize it. The reactants are: [F:1][C:2]([F:16])([F:15])[C:3]([C:5]1[CH:6]=[C:7]([C:11]2([NH2:14])[CH2:13][CH2:12]2)[CH:8]=[CH:9][CH:10]=1)=[CH2:4].[F:17][C:18]1[CH:19]=[C:20]([CH2:25][CH:26]([NH:30][C:31](=[O:37])[O:32][C:33]([CH3:36])([CH3:35])[CH3:34])[CH:27]2[CH2:29][O:28]2)[CH:21]=[C:22]([F:24])[CH:23]=1. (4) Given the product [CH3:20][O:19][C:12]1[CH:13]=[C:14]([O:17][CH3:18])[CH:15]=[CH:16][C:11]=1[C:7]1[CH:8]=[CH:9][CH:10]=[C:5]([CH2:4][C:3]([OH:21])=[O:2])[CH:6]=1, predict the reactants needed to synthesize it. The reactants are: C[O:2][C:3](=[O:21])[CH2:4][C:5]1[CH:6]=[C:7]([C:11]2[CH:16]=[CH:15][C:14]([O:17][CH3:18])=[CH:13][C:12]=2[O:19][CH3:20])[CH:8]=[CH:9][CH:10]=1.[Li+].[OH-]. (5) Given the product [Cl:1][C:2]1[N:3]([C@@H:15]2[O:21][C@H:20]([CH2:22][OH:23])[C@@H:18]([OH:19])[C@H:16]2[OH:17])[C:4]2[C:9]([C:10]=1[C:11](=[N:30][OH:31])[NH2:12])=[CH:8][C:7]([Cl:13])=[C:6]([Cl:14])[CH:5]=2, predict the reactants needed to synthesize it. The reactants are: [Cl:1][C:2]1[N:3]([C@@H:15]2[O:21][C@H:20]([CH2:22][OH:23])[C@@H:18]([OH:19])[C@H:16]2[OH:17])[C:4]2[C:9]([C:10]=1[C:11]#[N:12])=[CH:8][C:7]([Cl:13])=[C:6]([Cl:14])[CH:5]=2.CN(C=O)C.Cl.[NH2:30][OH:31].[OH-].[K+]. (6) Given the product [ClH:1].[S:3]1[C:7]2[CH:8]=[CH:9][C:10]([CH2:12][NH:13][CH:14]3[CH2:15][CH2:16][N:17]([CH2:20][C@H:21]4[N:31]5[C:32]6[N:23]([C:24](=[O:34])[CH:25]=[CH:26][C:27]=6[CH:28]=[CH:29][C:30]5=[O:33])[CH2:22]4)[CH2:18][CH2:19]3)=[CH:11][C:6]=2[N:5]=[N:4]1, predict the reactants needed to synthesize it. The reactants are: [ClH:1].Cl.[S:3]1[C:7]2[CH:8]=[CH:9][C:10]([CH2:12][NH:13][CH:14]3[CH2:19][CH2:18][N:17]([CH2:20][C@H:21]4[N:31]5[C:32]6[N:23]([C:24](=[O:34])[CH:25]=[CH:26][C:27]=6[CH:28]=[CH:29][C:30]5=[O:33])[CH2:22]4)[CH2:16][CH2:15]3)=[CH:11][C:6]=2[N:5]=[N:4]1.C(N(CC)CC)C.S1C2C=CC(C=O)=CC=2N=N1.C(O[BH-](OC(=O)C)OC(=O)C)(=O)C.[Na+].C([O-])(O)=O.[Na+]. (7) The reactants are: [OH:1][C@@H:2]([C@H:4]1[C:34](=[O:35])[N:6]2[C:7]([C:21]([O:23][CH2:24][C:25]3[CH:30]=[CH:29][C:28]([N+:31]([O-:33])=[O:32])=[CH:27][CH:26]=3)=[O:22])=[C:8]([C:11]3[S:15][C:14]4=[C:16]([S:19][CH3:20])[N:17]=[CH:18][N:13]4[CH:12]=3)[C@H:9]([CH3:10])[C@H:5]12)[CH3:3].[Br:36][CH2:37][C:38]([N:40]1[CH2:45][CH2:44][O:43][CH2:42][CH2:41]1)=[O:39]. Given the product [Br-:36].[OH:1][C@@H:2]([C@H:4]1[C:34](=[O:35])[N:6]2[C:7]([C:21]([O:23][CH2:24][C:25]3[CH:26]=[CH:27][C:28]([N+:31]([O-:33])=[O:32])=[CH:29][CH:30]=3)=[O:22])=[C:8]([C:11]3[S:15][C:14]4=[C:16]([S:19][CH3:20])[N:17]([CH2:37][C:38]([N:40]5[CH2:45][CH2:44][O:43][CH2:42][CH2:41]5)=[O:39])[CH:18]=[N+:13]4[CH:12]=3)[C@H:9]([CH3:10])[C@H:5]12)[CH3:3], predict the reactants needed to synthesize it. (8) Given the product [NH2:1][C:2]1[N:11]=[CH:10][C:9]2[CH2:8][C@H:7]3[N:12]([CH2:32][CH:27]=[CH2:28])[CH2:13][C@@H:14]([NH:16][C:17](=[O:26])[N:18]([CH2:21][CH2:22][N:23]([CH3:25])[CH3:24])[CH2:19][CH3:20])[CH2:15][C@@H:6]3[CH2:5][C:4]=2[N:3]=1, predict the reactants needed to synthesize it. The reactants are: [NH2:1][C:2]1[N:11]=[CH:10][C:9]2[CH2:8][C@H:7]3[NH:12][CH2:13][C@@H:14]([NH:16][C:17](=[O:26])[N:18]([CH2:21][CH2:22][N:23]([CH3:25])[CH3:24])[CH2:19][CH3:20])[CH2:15][C@@H:6]3[CH2:5][C:4]=2[N:3]=1.[C:27]1(C)[CH:32]=CC=C[CH:28]=1.C(OCC=C)(=O)C. (9) The reactants are: C([O:8][C@@H:9]1[CH2:14][N:13]2[N:15]=[C:16]([C:32]3[CH:37]=[CH:36][C:35]([F:38])=[CH:34][CH:33]=3)[C:17]([C:18]3[CH:19]=[CH:20][C:21](=[O:31])[N:22]([C:24]4[CH:29]=[CH:28][CH:27]=[CH:26][C:25]=4[CH3:30])[N:23]=3)=[C:12]2[NH:11][CH2:10]1)C1C=CC=CC=1. Given the product [F:38][C:35]1[CH:34]=[CH:33][C:32]([C:16]2[C:17]([C:18]3[CH:19]=[CH:20][C:21](=[O:31])[N:22]([C:24]4[CH:29]=[CH:28][CH:27]=[CH:26][C:25]=4[CH3:30])[N:23]=3)=[C:12]3[NH:11][CH2:10][C@H:9]([OH:8])[CH2:14][N:13]3[N:15]=2)=[CH:37][CH:36]=1, predict the reactants needed to synthesize it. (10) Given the product [CH2:31]=[C:32]1[CH2:37][CH2:36][O:35][C:33]1=[O:34].[CH:23]([C:25]1[CH:30]=[CH:29][CH:28]=[CH:27][N:26]=1)=[CH2:24], predict the reactants needed to synthesize it. The reactants are: C([O-])(=O)CCCCCCC/C=C\CCCCCCCC.[Na+].O.[CH:23]([C:25]1[CH:30]=[CH:29][CH:28]=[CH:27][N:26]=1)=[CH2:24].[CH2:31]=[C:32]1[CH2:37][CH2:36][O:35][C:33]1=[O:34].[OH-].[Na+].S(OOS([O-])(=O)=O)([O-])(=O)=O.[Na+].[Na+].